This data is from Catalyst prediction with 721,799 reactions and 888 catalyst types from USPTO. The task is: Predict which catalyst facilitates the given reaction. (1) Reactant: [Br:1][C:2]1[C:3](=[O:9])[NH:4][N:5]=[C:6]([Cl:8])[CH:7]=1.[H-].[Na+].I[CH3:13]. Product: [Br:1][C:2]1[C:3](=[O:9])[N:4]([CH3:13])[N:5]=[C:6]([Cl:8])[CH:7]=1. The catalyst class is: 3. (2) Reactant: [NH2:1][C:2]1[CH:3]=[C:4]([C:9](=[CH:15][CH3:16])[CH2:10][C:11]([O:13][CH3:14])=[O:12])[CH:5]=[CH:6][C:7]=1[Cl:8].NC1C=C(C(CC)=CC(OC)=O)C=CC=1Cl. Product: [NH2:1][C:2]1[CH:3]=[C:4]([CH:9]([CH2:15][CH3:16])[CH2:10][C:11]([O:13][CH3:14])=[O:12])[CH:5]=[CH:6][C:7]=1[Cl:8]. The catalyst class is: 78. (3) Reactant: [N+:1]([C:4]1[CH:9]=[CH:8][CH:7]=[CH:6][C:5]=1[CH2:10][C:11]([OH:13])=O)([O-:3])=[O:2].[CH2:14]([C:18]1([C:28]2[CH:33]=[CH:32][CH:31]=[CH:30][CH:29]=2)[C:22]2[CH2:23][NH:24][CH2:25][CH2:26][C:21]=2[C:20](=[O:27])[O:19]1)[CH:15]([CH3:17])[CH3:16].CCN(C(C)C)C(C)C.CN([P+](ON1N=NC2C=CC=CC1=2)(N(C)C)N(C)C)C.F[P-](F)(F)(F)(F)F. Product: [CH2:14]([C:18]1([C:28]2[CH:33]=[CH:32][CH:31]=[CH:30][CH:29]=2)[C:22]2[CH2:23][N:24]([C:11](=[O:13])[CH2:10][C:5]3[CH:6]=[CH:7][CH:8]=[CH:9][C:4]=3[N+:1]([O-:3])=[O:2])[CH2:25][CH2:26][C:21]=2[C:20](=[O:27])[O:19]1)[CH:15]([CH3:17])[CH3:16]. The catalyst class is: 1. (4) Reactant: Br[C:2]1[CH:3]=[C:4]([C:15]2[CH:20]=[CH:19][CH:18]=[C:17]([F:21])[CH:16]=2)[CH:5]=[CH:6][C:7]=1[O:8][CH2:9][O:10][CH2:11][CH2:12][O:13][CH3:14].[F:22][C:23]([F:34])([F:33])[C:24]1[CH:29]=[CH:28][C:27](B(O)O)=[CH:26][N:25]=1.C(=O)([O-])[O-].[K+].[K+]. Product: [F:21][C:17]1[CH:16]=[C:15]([C:4]2[CH:5]=[CH:6][C:7]([O:8][CH2:9][O:10][CH2:11][CH2:12][O:13][CH3:14])=[C:2]([C:27]3[CH:28]=[CH:29][C:24]([C:23]([F:34])([F:33])[F:22])=[N:25][CH:26]=3)[CH:3]=2)[CH:20]=[CH:19][CH:18]=1. The catalyst class is: 437. (5) Reactant: Cl.[Cl:2][C:3]1[C:8]([Cl:9])=[CH:7][CH:6]=[CH:5][C:4]=1[N:10]1[CH2:15][CH2:14][NH:13][CH2:12][CH2:11]1.Br[CH2:17][CH2:18][CH2:19][N:20]1[C:24](=[O:25])[C:23]2=[CH:26][CH:27]=[CH:28][CH:29]=[C:22]2[C:21]1=[O:30].C(=O)([O-])[O-].[K+].[K+]. Product: [Cl:2][C:3]1[C:8]([Cl:9])=[CH:7][CH:6]=[CH:5][C:4]=1[N:10]1[CH2:15][CH2:14][N:13]([CH2:17][CH2:18][CH2:19][N:20]2[C:24](=[O:25])[C:23]3[C:22](=[CH:29][CH:28]=[CH:27][CH:26]=3)[C:21]2=[O:30])[CH2:12][CH2:11]1. The catalyst class is: 3. (6) Product: [SH:2][C:5]1[CH:6]=[CH:7][C:8]([C:11]2[CH:16]=[CH:15][C:14]([C:17]3[CH:22]=[CH:21][C:20]([SH:23])=[CH:19][CH:18]=3)=[CH:13][CH:12]=2)=[CH:9][CH:10]=1. The catalyst class is: 7. Reactant: Cl[S:2]([C:5]1[CH:10]=[CH:9][C:8]([C:11]2[CH:16]=[CH:15][C:14]([C:17]3[CH:22]=[CH:21][C:20]([S:23](Cl)(=O)=O)=[CH:19][CH:18]=3)=[CH:13][CH:12]=2)=[CH:7][CH:6]=1)(=O)=O.[H-].[Al+3].[Li+].[H-].[H-].[H-].Cl. (7) Reactant: [Cl:1][C:2]1[CH:7]=[CH:6][C:5]([C:8]2[C:13](=O)[NH:12][N:11]3C(=O)[N:16](C)[N:17]=[C:10]3[C:9]=2[C:20]2[CH:25]=[CH:24][N:23]=[CH:22][CH:21]=2)=[CH:4][CH:3]=1.[C:26]([O-:29])([O-])=O.[K+].[K+].Br[CH2:33][C:34]1[CH:41]=[CH:40][C:37]([C:38]#[N:39])=[CH:36][CH:35]=1.CN(C=[O:46])C. Product: [Cl:1][C:2]1[CH:7]=[CH:6][C:5]([C:8]2[C:13]3[N:16]([C:26](=[O:29])[NH:11][N:12]=3)[N:17]([CH2:33][C:34]3[CH:41]=[CH:40][C:37]([C:38]#[N:39])=[CH:36][CH:35]=3)[C:10](=[O:46])[C:9]=2[C:20]2[CH:21]=[CH:22][N:23]=[CH:24][CH:25]=2)=[CH:4][CH:3]=1. The catalyst class is: 13.